From a dataset of Reaction yield outcomes from USPTO patents with 853,638 reactions. Predict the reaction yield, written as a fraction of the theoretical maximum amount of product (1.0 means a 100% yield; for example, 0.34 means a 34% yield). (1) The reactants are C[O-].[Na+].CO[C:6](=[O:11])[C:7]([O:9][CH3:10])=[O:8].[C:12]([C:15]1[CH:16]=[N:17][CH:18]=[CH:19][CH:20]=1)(=[O:14])[CH3:13]. The catalyst is CO. The product is [O:11]=[C:6]([CH2:13][C:12](=[O:14])[C:15]1[CH:16]=[N:17][CH:18]=[CH:19][CH:20]=1)[C:7]([O:9][CH3:10])=[O:8]. The yield is 0.840. (2) The yield is 0.880. The reactants are [Br:1][C:2]1[CH:23]=[C:22](/[CH:24]=[CH:25]/[CH:26]([C:31]2[CH:36]=[C:35]([Cl:37])[C:34]([Cl:38])=[C:33]([Cl:39])[CH:32]=2)[C:27]([F:30])([F:29])[F:28])[CH:21]=[CH:20][C:3]=1[C:4]([NH:6][CH:7]1[CH2:12][CH2:11][N:10](C(OC(C)(C)C)=O)[CH2:9][CH2:8]1)=[O:5]. The catalyst is Cl.O1CCOCC1. The product is [Br:1][C:2]1[CH:23]=[C:22](/[CH:24]=[CH:25]/[CH:26]([C:31]2[CH:32]=[C:33]([Cl:39])[C:34]([Cl:38])=[C:35]([Cl:37])[CH:36]=2)[C:27]([F:30])([F:28])[F:29])[CH:21]=[CH:20][C:3]=1[C:4]([NH:6][CH:7]1[CH2:12][CH2:11][NH:10][CH2:9][CH2:8]1)=[O:5]. (3) The reactants are Br[C:2]1[CH:10]=[C:9]2[C:5]([CH:6]=[CH:7][N:8]2[CH2:11][C:12]2[CH:17]=[CH:16][C:15]([C:18]([CH3:21])([CH3:20])[CH3:19])=[CH:14][CH:13]=2)=[CH:4][CH:3]=1.[F:22][C:23]([F:34])([F:33])[C:24]1[CH:29]=[CH:28][C:27](B(O)O)=[CH:26][CH:25]=1.C(=O)([O-])[O-].[Na+].[Na+]. The catalyst is O.C(O)C.C1(C)C=CC=CC=1.[Pd].C1(P(C2C=CC=CC=2)C2C=CC=CC=2)C=CC=CC=1.C1(P(C2C=CC=CC=2)C2C=CC=CC=2)C=CC=CC=1.C1(P(C2C=CC=CC=2)C2C=CC=CC=2)C=CC=CC=1.C1(P(C2C=CC=CC=2)C2C=CC=CC=2)C=CC=CC=1. The product is [C:18]([C:15]1[CH:16]=[CH:17][C:12]([CH2:11][N:8]2[C:9]3[C:5](=[CH:4][CH:3]=[C:2]([C:27]4[CH:28]=[CH:29][C:24]([C:23]([F:34])([F:33])[F:22])=[CH:25][CH:26]=4)[CH:10]=3)[CH:6]=[CH:7]2)=[CH:13][CH:14]=1)([CH3:21])([CH3:20])[CH3:19]. The yield is 0.670. (4) The yield is 0.960. The product is [O:1]1[CH2:5][CH2:4][CH2:3][C@@H:2]1[CH2:6][N:7]1[C:15]2[C:10](=[CH:11][CH:12]=[CH:13][CH:14]=2)[C:9]2([CH2:19][O:18][C:17]3[CH:20]=[C:21]4[C:25](=[CH:26][C:16]2=3)[C:24](=[N:30][OH:31])[CH2:23][O:22]4)[C:8]1=[O:28]. The catalyst is CO.O1CCCC1. The reactants are [O:1]1[CH2:5][CH2:4][CH2:3][C@@H:2]1[CH2:6][N:7]1[C:15]2[C:10](=[CH:11][CH:12]=[CH:13][CH:14]=2)[C:9]2([CH2:19][O:18][C:17]3[CH:20]=[C:21]4[C:25](=[CH:26][C:16]2=3)[C:24](=O)[CH2:23][O:22]4)[C:8]1=[O:28].Cl.[NH2:30][OH:31].C([O-])(=O)C.[Na+].[OH-].[Na+]. (5) The reactants are [C:1]([O:5][C:6](=[O:19])[NH:7][CH2:8][CH2:9][CH2:10][CH2:11][C:12]1[CH:17]=[CH:16][C:15]([OH:18])=[CH:14][CH:13]=1)([CH3:4])([CH3:3])[CH3:2].C([O-])([O-])=O.[Cs+].[Cs+].I[CH2:27][C:28]#[N:29]. The catalyst is CN(C=O)C. The product is [C:1]([O:5][C:6](=[O:19])[NH:7][CH2:8][CH2:9][CH2:10][CH2:11][C:12]1[CH:13]=[CH:14][C:15]([O:18][CH2:27][C:28]#[N:29])=[CH:16][CH:17]=1)([CH3:4])([CH3:2])[CH3:3]. The yield is 0.380.